From a dataset of NCI-60 drug combinations with 297,098 pairs across 59 cell lines. Regression. Given two drug SMILES strings and cell line genomic features, predict the synergy score measuring deviation from expected non-interaction effect. (1) Drug 1: C1=CC(=CC=C1CCC2=CNC3=C2C(=O)NC(=N3)N)C(=O)NC(CCC(=O)O)C(=O)O. Drug 2: CS(=O)(=O)OCCCCOS(=O)(=O)C. Cell line: NCI-H226. Synergy scores: CSS=10.5, Synergy_ZIP=0.500, Synergy_Bliss=5.77, Synergy_Loewe=6.48, Synergy_HSA=6.92. (2) Drug 1: C1=NC2=C(N1)C(=S)N=C(N2)N. Drug 2: CC(C1=C(C=CC(=C1Cl)F)Cl)OC2=C(N=CC(=C2)C3=CN(N=C3)C4CCNCC4)N. Cell line: MCF7. Synergy scores: CSS=34.2, Synergy_ZIP=-5.79, Synergy_Bliss=-5.73, Synergy_Loewe=-8.12, Synergy_HSA=-4.31.